This data is from Drug-target binding data from BindingDB using Ki measurements. The task is: Regression. Given a target protein amino acid sequence and a drug SMILES string, predict the binding affinity score between them. We predict pKi (pKi = -log10(Ki in M); higher means stronger inhibition). Dataset: bindingdb_ki. The drug is CC(C)(C)NC(=O)[C@@H]1C[C@@H]2CCCC[C@@H]2CN1C[C@@H](O)[C@H](Cc1ccccc1)NC(=O)[C@H](CC(N)=O)NC(=O)c1ccc2ccccc2n1. The target protein sequence is PQVTLWKRPLVTIKIGGQLKEALLDTGADDTVLEEMSLPGRWKPKMIGGIGGFIKVRQYDQILIEICGHKAIGTVLVGPTPVNIIGRNLLTQIGCTLNF. The pKi is 9.2.